Dataset: Forward reaction prediction with 1.9M reactions from USPTO patents (1976-2016). Task: Predict the product of the given reaction. Given the reactants CC1C=CC(S(O[CH2:12][CH2:13][O:14][CH2:15][CH:16]([F:18])[F:17])(=O)=O)=CC=1.[Br:19][C:20]1[CH:21]=[CH:22][C:23]([Cl:34])=[C:24]([CH:33]=1)[CH2:25][C:26]1[CH:31]=[CH:30][C:29]([OH:32])=[CH:28][CH:27]=1.C([O-])([O-])=O.[Cs+].[Cs+], predict the reaction product. The product is: [Br:19][C:20]1[CH:21]=[CH:22][C:23]([Cl:34])=[C:24]([CH2:25][C:26]2[CH:31]=[CH:30][C:29]([O:32][CH2:12][CH2:13][O:14][CH2:15][CH:16]([F:18])[F:17])=[CH:28][CH:27]=2)[CH:33]=1.